Dataset: Reaction yield outcomes from USPTO patents with 853,638 reactions. Task: Predict the reaction yield, written as a fraction of the theoretical maximum amount of product (1.0 means a 100% yield; for example, 0.34 means a 34% yield). The reactants are [Br:1][CH2:2][C:3](Br)=[O:4].Cl.[CH3:7][C:8]([CH3:18])([CH3:17])[CH2:9][CH2:10][N:11]1[CH2:16][CH2:15][NH:14][CH2:13][CH2:12]1.C(N(CC)CC)C. The catalyst is ClCCl. The product is [Br:1][CH2:2][C:3]([N:14]1[CH2:15][CH2:16][N:11]([CH2:10][CH2:9][C:8]([CH3:18])([CH3:17])[CH3:7])[CH2:12][CH2:13]1)=[O:4]. The yield is 0.130.